Dataset: Catalyst prediction with 721,799 reactions and 888 catalyst types from USPTO. Task: Predict which catalyst facilitates the given reaction. (1) Reactant: C(O[C:4]([N:6]=[C:7]=[S:8])=[O:5])C.[C:9]1([CH:15]([C:26]2[CH:31]=[CH:30][CH:29]=[CH:28][N:27]=2)[CH2:16][NH:17][C:18]2[N:19]=[CH:20][NH:21][C:22]=2C(N)=O)[CH:14]=[CH:13][CH:12]=[CH:11][CH:10]=1. The catalyst class is: 98. Product: [C:9]1([CH:15]([C:26]2[CH:31]=[CH:30][CH:29]=[CH:28][N:27]=2)[CH2:16][N:17]2[C:18]3[N:19]=[CH:20][NH:21][C:22]=3[C:4](=[O:5])[NH:6][C:7]2=[S:8])[CH:10]=[CH:11][CH:12]=[CH:13][CH:14]=1. (2) Reactant: [N+:1]([C:4]1[CH:9]=[CH:8][N:7]=[CH:6][CH:5]=1)([O-:3])=[O:2].[NH:10]1[CH2:15][CH2:14][O:13][CH2:12][CH2:11]1. Product: [N+:1]([C:4]1[CH:9]=[CH:8][N:7]=[C:6]([N:10]2[CH2:15][CH2:14][O:13][CH2:12][CH2:11]2)[CH:5]=1)([O-:3])=[O:2]. The catalyst class is: 1. (3) Reactant: [Cl:1][C:2]1[CH:7]=[CH:6][C:5]([C:8]2([CH2:14][OH:15])[CH2:13][CH2:12][NH:11][CH2:10][CH2:9]2)=[CH:4][CH:3]=1.[H-].[Na+].F[C:19]1[CH:28]=[C:27]2[C:22]([C:23](=[O:29])[NH:24][CH:25]=[N:26]2)=[CH:21][CH:20]=1. Product: [Cl:1][C:2]1[CH:7]=[CH:6][C:5]([C:8]2([CH2:14][OH:15])[CH2:13][CH2:12][N:11]([C:19]3[CH:28]=[C:27]4[C:22]([C:23](=[O:29])[NH:24][CH:25]=[N:26]4)=[CH:21][CH:20]=3)[CH2:10][CH2:9]2)=[CH:4][CH:3]=1. The catalyst class is: 9. (4) Reactant: [OH:1][C:2]([CH3:29])([CH3:28])[CH2:3][N:4]1[CH:13]=[CH:12][C:11]2[C:6](=[CH:7][CH:8]=[C:9]([C:14]3[N:15]=[N:16][N:17]([C:20]4[CH:25]=[CH:24][C:23]([F:26])=[CH:22][CH:21]=4)[C:18]=3[CH3:19])[CH:10]=2)[C:5]1=[O:27].[H][H]. Product: [OH:1][C:2]([CH3:29])([CH3:28])[CH2:3][N:4]1[CH2:13][CH2:12][C:11]2[C:6](=[CH:7][CH:8]=[C:9]([C:14]3[N:15]=[N:16][N:17]([C:20]4[CH:21]=[CH:22][C:23]([F:26])=[CH:24][CH:25]=4)[C:18]=3[CH3:19])[CH:10]=2)[C:5]1=[O:27]. The catalyst class is: 349. (5) Reactant: [NH:1]1[C:9]2[C:4](=[CH:5][C:6]([C:10]([OH:12])=[O:11])=[CH:7][CH:8]=2)[CH:3]=[CH:2]1. The catalyst class is: 10. Product: [CH:5]1[C:6]([C:10]([OH:12])=[O:11])=[CH:7][CH:8]=[C:9]2[C:4]=1[C:3]1[C:2]([NH:1]2)=[C:2]2[NH:1][C:9]3[CH:8]=[CH:7][C:6]([C:10]([OH:12])=[O:11])=[CH:5][C:4]=3[C:3]2=[C:2]2[NH:1][C:9]3[CH:8]=[CH:7][C:6]([C:10]([OH:12])=[O:11])=[CH:5][C:4]=3[C:3]=12. (6) Reactant: CS[C:3]1[N:4]=[C:5]([N:19]2[CH2:24][CH2:23][O:22][CH2:21][CH2:20]2)[C:6]2[S:11][C:10]([CH2:12][N:13]3[CH2:18][CH2:17][O:16][CH2:15][CH2:14]3)=[CH:9][C:7]=2[N:8]=1.[C:25]1([S:31]([N:34]2[C:38]3=[CH:39][N:40]=[CH:41][C:42]([Sn](CCCC)(CCCC)CCCC)=[C:37]3[CH:36]=[CH:35]2)(=[O:33])=[O:32])[CH:30]=[CH:29][CH:28]=[CH:27][CH:26]=1. Product: [C:25]1([S:31]([N:34]2[C:38]3=[CH:39][N:40]=[CH:41][C:42]([C:3]4[N:4]=[C:5]([N:19]5[CH2:20][CH2:21][O:22][CH2:23][CH2:24]5)[C:6]5[S:11][C:10]([CH2:12][N:13]6[CH2:18][CH2:17][O:16][CH2:15][CH2:14]6)=[CH:9][C:7]=5[N:8]=4)=[C:37]3[CH:36]=[CH:35]2)(=[O:33])=[O:32])[CH:30]=[CH:29][CH:28]=[CH:27][CH:26]=1. The catalyst class is: 104. (7) Reactant: [Cl:1][C:2]1[CH:3]=[C:4]([NH:9][C:10]2[N:15]=[C:14]([NH:16][CH2:17][CH2:18][CH2:19][N:20]([CH3:22])[CH3:21])[C:13]([C:23]3[CH:24]=[N:25][CH:26]=[C:27]([CH:32]=3)/[C:28](=[N:30]/[OH:31])/[NH2:29])=[CH:12][N:11]=2)[CH:5]=[CH:6][C:7]=1[F:8].C(N(CC)CC)C.[C:40](N1C=CN=C1)(N1C=CN=C1)=[O:41]. Product: [Cl:1][C:2]1[CH:3]=[C:4]([NH:9][C:10]2[N:15]=[C:14]([NH:16][CH2:17][CH2:18][CH2:19][N:20]([CH3:22])[CH3:21])[C:13]([C:23]3[CH:32]=[C:27]([C:28]4[NH:29][C:40](=[O:41])[O:31][N:30]=4)[CH:26]=[N:25][CH:24]=3)=[CH:12][N:11]=2)[CH:5]=[CH:6][C:7]=1[F:8]. The catalyst class is: 12.